From a dataset of Full USPTO retrosynthesis dataset with 1.9M reactions from patents (1976-2016). Predict the reactants needed to synthesize the given product. (1) Given the product [OH:1][C:2]1[CH:3]=[C:4]([CH:8]([CH:9]2[C:10](=[O:18])[O:11][C:12]([CH3:16])([CH3:17])[O:13][C:14]2=[O:15])[CH:19]=[CH2:20])[CH:5]=[CH:6][CH:7]=1, predict the reactants needed to synthesize it. The reactants are: [OH:1][C:2]1[CH:3]=[C:4]([CH:8]=[C:9]2[C:14](=[O:15])[O:13][C:12]([CH3:17])([CH3:16])[O:11][C:10]2=[O:18])[CH:5]=[CH:6][CH:7]=1.[CH:19]([Mg]Br)=[CH2:20]. (2) Given the product [Cl:1][C:2]1[CH:19]=[C:18]([O:20][CH2:21][CH2:22][CH2:23][CH2:24][CH3:25])[CH:17]=[CH:16][C:3]=1[CH2:4][N:5]1[C:9]2[CH:10]=[C:11]([O:14][CH2:27][CH2:28][CH2:29][CH2:30][CH2:31][C:32]([O:34][CH2:35][CH3:36])=[O:33])[CH:12]=[CH:13][C:8]=2[N:7]=[C:6]1[CH3:15], predict the reactants needed to synthesize it. The reactants are: [Cl:1][C:2]1[CH:19]=[C:18]([O:20][CH2:21][CH2:22][CH2:23][CH2:24][CH3:25])[CH:17]=[CH:16][C:3]=1[CH2:4][N:5]1[C:9]2[CH:10]=[C:11]([OH:14])[CH:12]=[CH:13][C:8]=2[N:7]=[C:6]1[CH3:15].Br[CH2:27][CH2:28][CH2:29][CH2:30][CH2:31][C:32]([O:34][CH2:35][CH3:36])=[O:33]. (3) The reactants are: C([N:8](CC1C=CC=CC=1)[C:9]1[CH:14]=[CH:13][CH:12]=[C:11]([CH:15]2[CH2:19][CH2:18][CH2:17][CH2:16]2)[CH:10]=1)C1C=CC=CC=1.COC(O)C.C(Cl)[Cl:33].Cl. Given the product [ClH:33].[CH:15]1([C:11]2[CH:10]=[C:9]([CH:14]=[CH:13][CH:12]=2)[NH2:8])[CH2:16][CH2:17][CH2:18][CH2:19]1, predict the reactants needed to synthesize it.